From a dataset of Reaction yield outcomes from USPTO patents with 853,638 reactions. Predict the reaction yield, written as a fraction of the theoretical maximum amount of product (1.0 means a 100% yield; for example, 0.34 means a 34% yield). (1) The reactants are [Li][CH2:2]CCC.C(NC(C)C)(C)C.[CH3:13][CH2:14][O:15][C:16]([CH3:18])=[O:17].O=[C:20]1[O:25][C:24]([C:26]2[CH:31]=[CH:30][CH:29]=[C:28]([C:32]([F:35])([F:34])[F:33])[CH:27]=2)=[N:23][C:22]2[C:36]([C:40]([O-:42])=[O:41])=[CH:37][CH:38]=[CH:39][C:21]1=2.C[O-].[Na+]. The catalyst is C1COCC1.CO. The product is [O:25]=[C:20]1[C:21]2[C:22](=[C:36]([C:40]([O:42][CH3:2])=[O:41])[CH:37]=[CH:38][CH:39]=2)[NH:23][C:24]([C:26]2[CH:31]=[CH:30][CH:29]=[C:28]([C:32]([F:34])([F:33])[F:35])[CH:27]=2)=[C:18]1[C:16]([O:15][CH2:14][CH3:13])=[O:17]. The yield is 0.390. (2) The reactants are [Br:1][C:2]1[C:3]([N+]([O-])=O)=[CH:4][C:5]([CH3:9])=[N+:6]([O-:8])[CH:7]=1.O=P(Cl)(Cl)[Cl:15]. The catalyst is C(Cl)Cl. The product is [Br:1][C:2]1[C:3]([Cl:15])=[CH:4][C:5]([CH3:9])=[N+:6]([O-:8])[CH:7]=1. The yield is 0.800. (3) The yield is 0.960. The product is [C:10]([O:14][C:15](=[O:16])[NH:17][CH2:18][C:19](=[O:21])[N:47]1[CH2:48][CH2:49][N:44]([C:50](=[O:51])[C:52]2[CH:57]=[CH:56][CH:55]=[CH:54][C:53]=2[C:58]([F:61])([F:59])[F:60])[CH2:45][CH2:46]1)([CH3:11])([CH3:12])[CH3:13]. The catalyst is CN(C=O)C.CCCCCC.O. The reactants are CCN(C(C)C)C(C)C.[C:10]([O:14][C:15]([NH:17][CH2:18][C:19]([OH:21])=O)=[O:16])([CH3:13])([CH3:12])[CH3:11].CCN=C=NCCCN(C)C.C1C=CC2N(O)N=NC=2C=1.Cl.[N:44]1([C:50]([C:52]2[CH:57]=[CH:56][CH:55]=[CH:54][C:53]=2[C:58]([F:61])([F:60])[F:59])=[O:51])[CH2:49][CH2:48][NH:47][CH2:46][CH2:45]1. (4) The reactants are Cl[C:2]1[C:11]2[C:6](=[CH:7][C:8]([S:12]([O:15][C:16]3[C:21]([F:22])=[C:20]([F:23])[C:19]([F:24])=[C:18]([F:25])[C:17]=3[F:26])(=[O:14])=[O:13])=[CH:9][CH:10]=2)[CH:5]=[CH:4][N:3]=1.[F:27][C:28]1[CH:29]=[C:30]([C:35]2[CH:40]=[CH:39][C:38](B(O)O)=[C:37]([O:44][CH3:45])[CH:36]=2)[CH:31]=[C:32]([F:34])[CH:33]=1.C(=O)([O-])[O-].[K+].[K+]. The catalyst is C1C=CC([P]([Pd]([P](C2C=CC=CC=2)(C2C=CC=CC=2)C2C=CC=CC=2)([P](C2C=CC=CC=2)(C2C=CC=CC=2)C2C=CC=CC=2)[P](C2C=CC=CC=2)(C2C=CC=CC=2)C2C=CC=CC=2)(C2C=CC=CC=2)C2C=CC=CC=2)=CC=1. The product is [F:27][C:28]1[CH:29]=[C:30]([C:35]2[CH:40]=[CH:39][C:38]([C:2]3[C:11]4[C:6](=[CH:7][C:8]([S:12]([O:15][C:16]5[C:21]([F:22])=[C:20]([F:23])[C:19]([F:24])=[C:18]([F:25])[C:17]=5[F:26])(=[O:14])=[O:13])=[CH:9][CH:10]=4)[CH:5]=[CH:4][N:3]=3)=[C:37]([O:44][CH3:45])[CH:36]=2)[CH:31]=[C:32]([F:34])[CH:33]=1. The yield is 0.656. (5) The reactants are Cl[C:2]1[CH:11]=[N:10][C:9]2[C:4](=[C:5]3[CH:19]=[CH:18][CH:17]=[CH:16][C:6]3=[C:7]3[CH:15]=[CH:14][CH:13]=[CH:12][C:8]3=2)[N:3]=1.[C:20]1([C:36]2[C:44]3[C:43]4[CH:45]=[CH:46][CH:47]=[CH:48][C:42]=4[S:41][C:40]=3C=CC=2)[C:28]2[C:27]3[CH:29]=[CH:30][CH:31]=[C:32](B(O)O)[C:26]=3[S:25][C:24]=2[CH:23]=[CH:22][CH:21]=1.[C:49]1(C)[CH:54]=CC=C[CH:50]=1.C(=O)([O-])[O-].[K+].[K+]. The catalyst is C([O-])(=O)C.[Pd+2].C([O-])(=O)C.C(O)C. The product is [CH:36]1[C:44]2[C:48]3[CH:47]=[CH:46][CH:45]=[CH:43][C:42]=3[S:41][C:40]=2[C:22]([C:23]2[C:24]3[S:25][C:26]4[C:32]([C:2]5[CH:11]=[N:10][C:9]6[C:4](=[C:5]7[CH:19]=[CH:18][CH:17]=[CH:16][C:6]7=[C:7]7[CH:15]=[CH:14][CH:13]=[CH:12][C:8]7=6)[N:3]=5)=[CH:31][CH:30]=[CH:29][C:27]=4[C:28]=3[CH:54]=[CH:49][CH:50]=2)=[CH:21][CH:20]=1. The yield is 0.410. (6) The reactants are [O:1]1[CH2:5][CH2:4][O:3][CH:2]1[C:6]1[CH:14]=[CH:13][C:9]([C:10](O)=O)=[C:8]([F:15])[CH:7]=1.C(N1C=CN=C1)(N1C=CN=C1)=O.Cl.Cl.[NH2:30][C:31]1[C:39]([NH2:40])=[CH:38][CH:37]=[CH:36][C:32]=1[C:33]([NH2:35])=[O:34]. The catalyst is N1C=CC=CC=1.CN(C)C=O. The product is [O:1]1[CH2:5][CH2:4][O:3][CH:2]1[C:6]1[CH:14]=[CH:13][C:9]([C:10]2[NH:40][C:39]3[CH:38]=[CH:37][CH:36]=[C:32]([C:33]([NH2:35])=[O:34])[C:31]=3[N:30]=2)=[C:8]([F:15])[CH:7]=1. The yield is 0.220.